From a dataset of Full USPTO retrosynthesis dataset with 1.9M reactions from patents (1976-2016). Predict the reactants needed to synthesize the given product. The reactants are: C1CCC(CN)([CH2:7][C:8]([OH:10])=[O:9])CC1.[CH:13]([CH:15]1[CH2:22][CH2:21][CH2:20][CH2:19][CH2:18][CH2:17][CH2:16]1)=[O:14].[CH2:23]1CCCCCCC1. Given the product [CH:13]([C:15]1([CH2:7][C:8]([O:10][CH3:23])=[O:9])[CH2:22][CH2:21][CH2:20][CH2:19][CH2:18][CH2:17][CH2:16]1)=[O:14], predict the reactants needed to synthesize it.